This data is from Catalyst prediction with 721,799 reactions and 888 catalyst types from USPTO. The task is: Predict which catalyst facilitates the given reaction. Reactant: [Cl:1][C:2]1[N:7]=[C:6](Cl)[CH:5]=[C:4]([CH2:9][CH2:10][CH3:11])[N:3]=1.C(N(C(C)C)CC)(C)C.[CH3:21][NH:22][C@H:23]1[CH2:27][CH2:26][NH:25][CH2:24]1.[C:36](O[C:36]([O:38][C:39]([CH3:42])([CH3:41])[CH3:40])=[O:37])([O:38][C:39]([CH3:42])([CH3:41])[CH3:40])=[O:37]. Product: [Cl:1][C:2]1[N:7]=[C:6]([N:25]2[CH2:26][CH2:27][C@H:23]([N:22]([CH3:21])[C:36](=[O:37])[O:38][C:39]([CH3:40])([CH3:41])[CH3:42])[CH2:24]2)[CH:5]=[C:4]([CH2:9][CH2:10][CH3:11])[N:3]=1. The catalyst class is: 146.